Dataset: Full USPTO retrosynthesis dataset with 1.9M reactions from patents (1976-2016). Task: Predict the reactants needed to synthesize the given product. Given the product [CH3:33][N:34]([CH2:35][CH2:36][CH2:37][NH:38][C:19](=[O:21])[C:18]1[CH:22]=[CH:23][C:15]([N:3]2[C:2](=[O:1])[C:6]3[N:7]=[N:8][C:9]4[CH:10]=[CH:11][CH:12]=[CH:13][C:14]=4[C:5]=3[NH:4]2)=[CH:16][CH:17]=1)[CH3:39], predict the reactants needed to synthesize it. The reactants are: [O:1]=[C:2]1[C:6]2[N:7]=[N:8][C:9]3[CH:10]=[CH:11][CH:12]=[CH:13][C:14]=3[C:5]=2[NH:4][N:3]1[C:15]1[CH:23]=[CH:22][C:18]([C:19]([OH:21])=O)=[CH:17][CH:16]=1.C(N(C(C)C)CC)(C)C.[CH3:33][N:34]([CH3:39])[CH2:35][CH2:36][CH2:37][NH2:38].CN(C(ON1N=NC2C=CC=CC1=2)=[N+](C)C)C.F[P-](F)(F)(F)(F)F.